Dataset: Full USPTO retrosynthesis dataset with 1.9M reactions from patents (1976-2016). Task: Predict the reactants needed to synthesize the given product. Given the product [C:26]([C:25]1[CH:28]=[CH:29][C:22]([CH2:21][NH:20][C:17]([C@H:13]2[CH2:14][CH2:15][CH2:16][C@@H:11]([NH:10][C:4]3[N:3]=[C:2]([CH3:1])[N:7]=[C:6]([NH:8][CH3:9])[N:5]=3)[CH2:12]2)=[O:19])=[C:23]([C:30]([F:31])([F:33])[F:32])[CH:24]=1)#[N:27], predict the reactants needed to synthesize it. The reactants are: [CH3:1][C:2]1[N:7]=[C:6]([NH:8][CH3:9])[N:5]=[C:4]([NH:10][CH:11]2[CH2:16][CH2:15][CH2:14][CH:13]([C:17]([OH:19])=O)[CH2:12]2)[N:3]=1.[NH2:20][CH2:21][C:22]1[CH:29]=[CH:28][C:25]([C:26]#[N:27])=[CH:24][C:23]=1[C:30]([F:33])([F:32])[F:31].C(N(C(C)C)CC)(C)C.F[P-](F)(F)(F)(F)F.N1(O[P+](N(C)C)(N(C)C)N(C)C)C2C=CC=CC=2N=N1.